The task is: Predict which catalyst facilitates the given reaction.. This data is from Catalyst prediction with 721,799 reactions and 888 catalyst types from USPTO. (1) Reactant: [NH:1]1[CH:5]=[CH:4][N:3]=[C:2]1[CH2:6][N:7]([CH2:15][C:16]1[CH:29]=[CH:28][C:19]([CH2:20][N:21]([CH3:27])[CH2:22][CH2:23][CH2:24][CH2:25][NH2:26])=[CH:18][CH:17]=1)[CH2:8][C:9]1[N:10]([CH3:14])[CH:11]=[CH:12][N:13]=1.[C:30]1(=O)[CH2:35][CH2:34][CH2:33][CH2:32][CH2:31]1.C([BH3-])#N.[Na+].C(O)(=O)C. Product: [CH:30]1([NH:26][CH2:25][CH2:24][CH2:23][CH2:22][N:21]([CH2:20][C:19]2[CH:28]=[CH:29][C:16]([CH2:15][N:7]([CH2:6][C:2]3[NH:3][CH:4]=[CH:5][N:1]=3)[CH2:8][C:9]3[N:10]([CH3:14])[CH:11]=[CH:12][N:13]=3)=[CH:17][CH:18]=2)[CH3:27])[CH2:35][CH2:34][CH2:33][CH2:32][CH2:31]1. The catalyst class is: 5. (2) Reactant: [CH:1]1([CH:6]([C:14]2[CH:19]=[CH:18][C:17]([CH2:20][N:21]3[C:29](=[O:30])[C:28]4[C:23](=[C:24]([F:32])[CH:25]=[CH:26][C:27]=4[F:31])[C:22]3=[O:33])=[CH:16][CH:15]=2)[C:7]([O:9][C:10]([CH3:13])([CH3:12])[CH3:11])=[O:8])[CH2:5][CH2:4][CH2:3][CH2:2]1.[BH4-].[Na+].ClCCl. Product: [CH:1]1([CH:6]([C:14]2[CH:19]=[CH:18][C:17]([CH2:20][N:21]3[C:22](=[O:33])[C:23]4[C:28](=[C:27]([F:31])[CH:26]=[CH:25][C:24]=4[F:32])[CH:29]3[OH:30])=[CH:16][CH:15]=2)[C:7]([O:9][C:10]([CH3:12])([CH3:11])[CH3:13])=[O:8])[CH2:5][CH2:4][CH2:3][CH2:2]1. The catalyst class is: 8. (3) Reactant: [CH2:1]([CH:3]1[CH:8]([NH:9][C@@H:10]([C:12]2[CH:17]=[CH:16][CH:15]=[CH:14][CH:13]=2)[CH3:11])[CH2:7][CH2:6][NH:5][CH2:4]1)[CH3:2].C(N(CC)CC)C.[CH3:25][C:26]([O:29][C:30](O[C:30]([O:29][C:26]([CH3:28])([CH3:27])[CH3:25])=[O:31])=[O:31])([CH3:28])[CH3:27]. Product: [CH2:1]([CH:3]1[CH:8]([NH:9][C@@H:10]([C:12]2[CH:13]=[CH:14][CH:15]=[CH:16][CH:17]=2)[CH3:11])[CH2:7][CH2:6][N:5]([C:30]([O:29][C:26]([CH3:28])([CH3:27])[CH3:25])=[O:31])[CH2:4]1)[CH3:2]. The catalyst class is: 4. (4) Reactant: Cl[C:2]1[N:11]=[C:10]([NH:12][CH2:13][CH:14]([C:20]2[CH:25]=[CH:24][CH:23]=[CH:22][CH:21]=2)[C:15]2[NH:16][CH:17]=[CH:18][CH:19]=2)[C:9]2[C:4](=[CH:5][CH:6]=[CH:7][CH:8]=2)[N:3]=1.[CH3:26][C:27]1[C:32](B(O)O)=[CH:31][N:30]2[CH:36]=[CH:37][N:38]=[C:29]2[CH:28]=1.N1C=CN2C=C(C3N=C(NCC(C4C=CC=CC=4)C4NC=CC=4)C4C(=CC=CC=4)N=3)C=CC=12. Product: [CH3:26][C:27]1[C:32]([C:2]2[N:11]=[C:10]([NH:12][CH2:13][CH:14]([C:20]3[CH:25]=[CH:24][CH:23]=[CH:22][CH:21]=3)[C:15]3[NH:16][CH:17]=[CH:18][CH:19]=3)[C:9]3[C:4](=[CH:5][CH:6]=[CH:7][CH:8]=3)[N:3]=2)=[CH:31][N:30]2[CH:36]=[CH:37][N:38]=[C:29]2[CH:28]=1. The catalyst class is: 61. (5) Reactant: [CH2:1]([CH:3]1[N:12]2[C:7](=[CH:8][C:9](=[O:18])[C:10]([C:13]([O:15]CC)=[O:14])=[CH:11]2)[C:6]2[CH:19]=[C:20]([O:32][CH3:33])[C:21]([O:23][CH2:24][CH2:25][N:26]3[CH2:30][CH2:29][CH2:28][C:27]3=[O:31])=[CH:22][C:5]=2[CH2:4]1)[CH3:2].O[Li].O. Product: [CH2:1]([CH:3]1[N:12]2[C:7](=[CH:8][C:9](=[O:18])[C:10]([C:13]([OH:15])=[O:14])=[CH:11]2)[C:6]2[CH:19]=[C:20]([O:32][CH3:33])[C:21]([O:23][CH2:24][CH2:25][N:26]3[CH2:30][CH2:29][CH2:28][C:27]3=[O:31])=[CH:22][C:5]=2[CH2:4]1)[CH3:2]. The catalyst class is: 24. (6) Reactant: [C:1]([NH:4][C:5]1[NH:9][N:8]=[C:7]([Br:10])[C:6]=1[C:11]([O:13][CH2:14][CH3:15])=[O:12])(=[O:3])[CH3:2].C1(P(C2C=CC=CC=2)C2C=CC=CC=2)C=CC=CC=1.O[CH:36]1[CH2:41][CH2:40][CH2:39][N:38]([C:42]([O:44][C:45]([CH3:48])([CH3:47])[CH3:46])=[O:43])[CH2:37]1.N(C(OC(C)C)=O)=NC(OC(C)C)=O.[Cl-].[NH4+]. Product: [C:1]([NH:4][C:5]1[N:9]([CH:40]2[CH2:41][CH2:36][CH2:37][N:38]([C:42]([O:44][C:45]([CH3:48])([CH3:47])[CH3:46])=[O:43])[CH2:39]2)[N:8]=[C:7]([Br:10])[C:6]=1[C:11]([O:13][CH2:14][CH3:15])=[O:12])(=[O:3])[CH3:2]. The catalyst class is: 27. (7) Reactant: [Cl:1][C:2]1[CH:7]=[CH:6][C:5]([CH:8]2[CH:10]([Si](C)(C)C)[CH:9]2[C:15]2[CH:20]=[CH:19][N:18]([C:21]3[CH:22]=[CH:23][C:24]4[N:28]=[C:27]([CH:29]5[CH2:31][CH2:30]5)[N:26]([CH3:32])[C:25]=4[CH:33]=3)[C:17](=[O:34])[CH:16]=2)=[CH:4][CH:3]=1.CCCC[N+](CCCC)(CCCC)CCCC.[F-]. Product: [Cl:1][C:2]1[CH:7]=[CH:6][C:5]([CH:8]2[CH2:10][CH:9]2[C:15]2[CH:20]=[CH:19][N:18]([C:21]3[CH:22]=[CH:23][C:24]4[N:28]=[C:27]([CH:29]5[CH2:31][CH2:30]5)[N:26]([CH3:32])[C:25]=4[CH:33]=3)[C:17](=[O:34])[CH:16]=2)=[CH:4][CH:3]=1. The catalyst class is: 1.